This data is from NCI-60 drug combinations with 297,098 pairs across 59 cell lines. The task is: Regression. Given two drug SMILES strings and cell line genomic features, predict the synergy score measuring deviation from expected non-interaction effect. (1) Drug 1: C1CN1C2=NC(=NC(=N2)N3CC3)N4CC4. Drug 2: CC1C(C(CC(O1)OC2CC(CC3=C2C(=C4C(=C3O)C(=O)C5=CC=CC=C5C4=O)O)(C(=O)C)O)N)O. Cell line: SR. Synergy scores: CSS=50.0, Synergy_ZIP=-8.92, Synergy_Bliss=-9.29, Synergy_Loewe=-0.856, Synergy_HSA=0.496. (2) Cell line: DU-145. Synergy scores: CSS=7.56, Synergy_ZIP=-3.19, Synergy_Bliss=-5.31, Synergy_Loewe=-1.01, Synergy_HSA=-4.31. Drug 1: C(=O)(N)NO. Drug 2: COC1=NC(=NC2=C1N=CN2C3C(C(C(O3)CO)O)O)N. (3) Drug 1: C1CCC(C1)C(CC#N)N2C=C(C=N2)C3=C4C=CNC4=NC=N3. Drug 2: CCC(=C(C1=CC=CC=C1)C2=CC=C(C=C2)OCCN(C)C)C3=CC=CC=C3.C(C(=O)O)C(CC(=O)O)(C(=O)O)O. Cell line: SK-MEL-5. Synergy scores: CSS=-11.8, Synergy_ZIP=14.3, Synergy_Bliss=13.7, Synergy_Loewe=-0.562, Synergy_HSA=-5.67. (4) Drug 1: CC1=C2C(C(=O)C3(C(CC4C(C3C(C(C2(C)C)(CC1OC(=O)C(C(C5=CC=CC=C5)NC(=O)OC(C)(C)C)O)O)OC(=O)C6=CC=CC=C6)(CO4)OC(=O)C)O)C)O. Drug 2: CC1=C(C(=CC=C1)Cl)NC(=O)C2=CN=C(S2)NC3=CC(=NC(=N3)C)N4CCN(CC4)CCO. Cell line: CCRF-CEM. Synergy scores: CSS=-9.54, Synergy_ZIP=3.15, Synergy_Bliss=-3.69, Synergy_Loewe=-15.3, Synergy_HSA=-14.7. (5) Drug 1: CC1=CC2C(CCC3(C2CCC3(C(=O)C)OC(=O)C)C)C4(C1=CC(=O)CC4)C. Drug 2: CN1C(=O)N2C=NC(=C2N=N1)C(=O)N. Cell line: RXF 393. Synergy scores: CSS=-3.11, Synergy_ZIP=2.81, Synergy_Bliss=3.25, Synergy_Loewe=-0.413, Synergy_HSA=-1.09. (6) Drug 1: C1CCC(C(C1)N)N.C(=O)(C(=O)[O-])[O-].[Pt+4]. Drug 2: CC1C(C(CC(O1)OC2CC(CC3=C2C(=C4C(=C3O)C(=O)C5=CC=CC=C5C4=O)O)(C(=O)C)O)N)O. Cell line: KM12. Synergy scores: CSS=29.5, Synergy_ZIP=-0.942, Synergy_Bliss=-1.67, Synergy_Loewe=-9.24, Synergy_HSA=-2.39. (7) Cell line: OVCAR-4. Synergy scores: CSS=14.5, Synergy_ZIP=-5.74, Synergy_Bliss=-3.05, Synergy_Loewe=-2.94, Synergy_HSA=-3.32. Drug 1: COC1=C(C=C2C(=C1)N=CN=C2NC3=CC(=C(C=C3)F)Cl)OCCCN4CCOCC4. Drug 2: C#CCC(CC1=CN=C2C(=N1)C(=NC(=N2)N)N)C3=CC=C(C=C3)C(=O)NC(CCC(=O)O)C(=O)O.